This data is from Full USPTO retrosynthesis dataset with 1.9M reactions from patents (1976-2016). The task is: Predict the reactants needed to synthesize the given product. (1) Given the product [N:25]([CH2:2][C:3]1[CH:12]=[C:11]([OH:13])[CH:10]=[C:9]2[C:4]=1[CH2:5][CH:6]([C:17]1[CH:22]=[CH:21][C:20]([OH:23])=[CH:19][CH:18]=1)[CH:7]1[CH2:16][CH2:15][CH2:14][CH:8]12)=[N+:26]=[N-:27], predict the reactants needed to synthesize it. The reactants are: Br[CH2:2][C:3]1[CH:12]=[C:11]([OH:13])[CH:10]=[C:9]2[C:4]=1[CH2:5][CH:6]([C:17]1[CH:22]=[CH:21][C:20]([OH:23])=[CH:19][CH:18]=1)[CH:7]1[CH2:16][CH2:15][CH2:14][CH:8]12.[Li][N:25]=[N+:26]=[N-:27]. (2) Given the product [CH3:45][O:44][C:42](=[O:43])[N:7]([CH2:6][C:5]1[CH:4]=[C:3]([C:2]([F:1])([F:39])[F:40])[CH:34]=[C:33]([C:35]([F:38])([F:37])[F:36])[CH:32]=1)[CH:11]1[CH2:17][CH2:16][CH2:15][N:14]([S:18]([C:21]2[CH:26]=[CH:25][C:24]([CH3:27])=[CH:23][CH:22]=2)(=[O:19])=[O:20])[C:13]2[CH:28]=[CH:29][CH:30]=[CH:31][C:12]1=2, predict the reactants needed to synthesize it. The reactants are: [F:1][C:2]([F:40])([F:39])[C:3]1[CH:4]=[C:5]([CH:32]=[C:33]([C:35]([F:38])([F:37])[F:36])[CH:34]=1)[CH2:6][N:7]([CH:11]1[CH2:17][CH2:16][CH2:15][N:14]([S:18]([C:21]2[CH:26]=[CH:25][C:24]([CH3:27])=[CH:23][CH:22]=2)(=[O:20])=[O:19])[C:13]2[CH:28]=[CH:29][CH:30]=[CH:31][C:12]1=2)C(=O)C.Cl[C:42]([O:44][CH3:45])=[O:43]. (3) The reactants are: [O:1]1[CH:6]=[CH:5][CH2:4][CH2:3][CH2:2]1.[OH:7][C:8]1[CH:16]=[CH:15][C:11]([C:12]([OH:14])=[O:13])=[CH:10][CH:9]=1.C(Cl)Cl. Given the product [O:1]1[CH2:2][CH2:3][CH2:4][CH2:5][CH:6]1[O:7][C:8]1[CH:16]=[CH:15][C:11]([C:12]([OH:14])=[O:13])=[CH:10][CH:9]=1, predict the reactants needed to synthesize it.